Dataset: Forward reaction prediction with 1.9M reactions from USPTO patents (1976-2016). Task: Predict the product of the given reaction. (1) Given the reactants Br[C:2]1[CH:7]=[CH:6][C:5]([O:8][CH3:9])=[CH:4][CH:3]=1.[CH3:10][O:11][C:12]1[N:17]=[C:16]([C:18]2[CH:26]=[CH:25][C:21]([N:22]([CH3:24])[CH3:23])=[CH:20][CH:19]=2)[C:15]([N:27]2[CH2:32][CH2:31][NH:30][CH2:29][CH2:28]2)=[CH:14][CH:13]=1.C1C=CC(P(C2C(C3C(P(C4C=CC=CC=4)C4C=CC=CC=4)=CC=C4C=3C=CC=C4)=C3C(C=CC=C3)=CC=2)C2C=CC=CC=2)=CC=1.CC(C)([O-])C.[Na+], predict the reaction product. The product is: [CH3:10][O:11][C:12]1[N:17]=[C:16]([C:18]2[CH:26]=[CH:25][C:21]([N:22]([CH3:24])[CH3:23])=[CH:20][CH:19]=2)[C:15]([N:27]2[CH2:32][CH2:31][N:30]([C:2]3[CH:7]=[CH:6][C:5]([O:8][CH3:9])=[CH:4][CH:3]=3)[CH2:29][CH2:28]2)=[CH:14][CH:13]=1. (2) Given the reactants CON(C)[C:4](=[O:12])[CH2:5][C:6]1[O:10][N:9]=[C:8]([CH3:11])[CH:7]=1.[CH3:14][Mg]Br, predict the reaction product. The product is: [CH3:11][C:8]1[CH:7]=[C:6]([CH2:5][C:4](=[O:12])[CH3:14])[O:10][N:9]=1. (3) Given the reactants [CH3:1][C:2]1([C:7]2[O:11][C:10]([CH2:12][N:13]3[CH:17]=[C:16]([NH2:18])[CH:15]=[N:14]3)=[CH:9][CH:8]=2)[O:6]CCO1.[F:19][C:20]1[C:25]([C:26]([F:29])([F:28])[F:27])=[CH:24][CH:23]=[CH:22][C:21]=1/[CH:30]=[CH:31]/[C:32](O)=[O:33], predict the reaction product. The product is: [C:2]([C:7]1[O:11][C:10]([CH2:12][N:13]2[CH:17]=[C:16]([NH:18][C:32](=[O:33])/[CH:31]=[CH:30]/[C:21]3[CH:22]=[CH:23][CH:24]=[C:25]([C:26]([F:28])([F:27])[F:29])[C:20]=3[F:19])[CH:15]=[N:14]2)=[CH:9][CH:8]=1)(=[O:6])[CH3:1]. (4) Given the reactants [Cl:1][C:2]1[CH:3]=[CH:4][C:5]2[N:11]([CH2:12][C:13]([CH3:17])([CH3:16])[CH2:14][OH:15])[C:10](=[O:18])[C@@H:9]([CH2:19][C:20]([NH:22][CH2:23][C:24]3[CH:33]=[CH:32][C:27]([C:28]([O:30]C)=[O:29])=[CH:26][CH:25]=3)=[O:21])[O:8][C@H:7]([C:34]3[CH:39]=[CH:38][CH:37]=[C:36]([O:40][CH3:41])[C:35]=3[O:42][CH3:43])[C:6]=2[CH:44]=1.[OH-].[Na+].C(O)C, predict the reaction product. The product is: [Cl:1][C:2]1[CH:3]=[CH:4][C:5]2[N:11]([CH2:12][C:13]([CH3:17])([CH3:16])[CH2:14][OH:15])[C:10](=[O:18])[C@@H:9]([CH2:19][C:20]([NH:22][CH2:23][C:24]3[CH:33]=[CH:32][C:27]([C:28]([OH:30])=[O:29])=[CH:26][CH:25]=3)=[O:21])[O:8][C@H:7]([C:34]3[CH:39]=[CH:38][CH:37]=[C:36]([O:40][CH3:41])[C:35]=3[O:42][CH3:43])[C:6]=2[CH:44]=1. (5) Given the reactants C(O)(C(F)(F)F)=O.[C:8]([N:11]1[CH2:15][C@H:14]([OH:16])[CH2:13][C@H:12]1[C:17]([NH:19][C@H:20]([C:28]([C:30]1[S:31][C:32]2[CH:38]=[CH:37][CH:36]=[CH:35][C:33]=2[N:34]=1)=[O:29])[CH2:21][CH2:22][CH2:23][NH:24][C:25](=[NH:27])[NH2:26])=[O:18])(=[O:10])[CH3:9].[S:39](=[O:43])(=[O:42])([OH:41])[OH:40], predict the reaction product. The product is: [S:39]([OH:43])([OH:42])(=[O:41])=[O:40].[C:8]([N:11]1[CH2:15][C@H:14]([OH:16])[CH2:13][C@H:12]1[C:17]([NH:19][C@H:20]([C:28]([C:30]1[S:31][C:32]2[CH:38]=[CH:37][CH:36]=[CH:35][C:33]=2[N:34]=1)=[O:29])[CH2:21][CH2:22][CH2:23][NH:24][C:25](=[NH:26])[NH2:27])=[O:18])(=[O:10])[CH3:9].